This data is from Forward reaction prediction with 1.9M reactions from USPTO patents (1976-2016). The task is: Predict the product of the given reaction. (1) Given the reactants [O:1]1[C:5]2[CH:6]=[C:7]([O:10][CH2:11][C@@H:12]([NH:14][C:15](=[O:17])[CH3:16])[CH3:13])[CH:8]=[CH:9][C:4]=2[N:3]=[CH:2]1.Br[C:19]1[CH:20]=[C:21]([F:30])[C:22]([O:25][CH2:26][CH:27]2[CH2:29][CH2:28]2)=[N:23][CH:24]=1, predict the reaction product. The product is: [CH:27]1([CH2:26][O:25][C:22]2[N:23]=[CH:24][C:19]([C:2]3[O:1][C:5]4[CH:6]=[C:7]([O:10][CH2:11][C@@H:12]([NH:14][C:15](=[O:17])[CH3:16])[CH3:13])[CH:8]=[CH:9][C:4]=4[N:3]=3)=[CH:20][C:21]=2[F:30])[CH2:28][CH2:29]1. (2) Given the reactants P(Cl)(Cl)(Cl)=O.F[C:7]1[CH:8]=[C:9]2[C:15]([C:16]3[N:17]=[N:18][C:19]([C:23]([CH3:29])([CH3:28])[C:24]([O:26]C)=O)=[C:20](O)[N:21]=3)=[N:14][N:13]([CH2:30][C:31]3[CH:36]=[CH:35][CH:34]=[CH:33][C:32]=3[F:37])[C:10]2=[N:11][CH:12]=1.[NH3:38].[Cl-].[Na+], predict the reaction product. The product is: [F:37][C:32]1[CH:33]=[CH:34][CH:35]=[CH:36][C:31]=1[CH2:30][N:13]1[C:10]2=[N:11][CH:12]=[CH:7][CH:8]=[C:9]2[C:15]([C:16]2[N:17]=[N:18][C:19]3[C:23]([CH3:28])([CH3:29])[C:24](=[O:26])[NH:38][C:20]=3[N:21]=2)=[N:14]1.